This data is from Full USPTO retrosynthesis dataset with 1.9M reactions from patents (1976-2016). The task is: Predict the reactants needed to synthesize the given product. (1) Given the product [F:1][C:2]1[CH:3]=[CH:4][C:5]([C:8]2([C:14]([NH:17][CH2:18][CH2:19][CH2:20][N:21]3[CH2:26][CH2:25][CH:24]([C:27]4[CH:32]=[CH:31][CH:30]=[C:29]([NH:33][C:34](=[O:37])[CH2:35][CH3:36])[CH:28]=4)[CH2:23][CH2:22]3)=[O:16])[CH2:9][CH2:10][CH2:11][CH2:12][CH2:13]2)=[CH:6][CH:7]=1, predict the reactants needed to synthesize it. The reactants are: [F:1][C:2]1[CH:7]=[CH:6][C:5]([C:8]2([C:14]([OH:16])=O)[CH2:13][CH2:12][CH2:11][CH2:10][CH2:9]2)=[CH:4][CH:3]=1.[NH2:17][CH2:18][CH2:19][CH2:20][N:21]1[CH2:26][CH2:25][CH:24]([C:27]2[CH:28]=[C:29]([NH:33][C:34](=[O:37])[CH2:35][CH3:36])[CH:30]=[CH:31][CH:32]=2)[CH2:23][CH2:22]1. (2) Given the product [CH2:27]([C@@H:26]1[CH2:25][O:24][C:23](=[O:34])[N:22]1[C:20]([C@@H:15]([C:16]([CH3:19])([CH3:18])[CH3:17])[CH2:14][C:13]([OH:35])=[O:12])=[O:21])[C:28]1[CH:33]=[CH:32][CH:31]=[CH:30][CH:29]=1, predict the reactants needed to synthesize it. The reactants are: C(O)(C(F)(F)F)=O.C([O:12][C:13](=[O:35])[CH2:14][C@@H:15]([C:20]([N:22]1[C@H:26]([CH2:27][C:28]2[CH:33]=[CH:32][CH:31]=[CH:30][CH:29]=2)[CH2:25][O:24][C:23]1=[O:34])=[O:21])[C:16]([CH3:19])([CH3:18])[CH3:17])(C)(C)C. (3) Given the product [NH2:16][C:9]1[C:10]([SH:15])=[N:11][C:12]2[CH2:13][CH2:14][CH:5]([C:1]([CH3:3])([CH3:2])[CH3:4])[CH2:6][C:7]=2[CH:8]=1, predict the reactants needed to synthesize it. The reactants are: [C:1]([CH:5]1[CH2:14][CH2:13][C:12]2[N:11]=[C:10]([SH:15])[C:9]([N+:16]([O-])=O)=[CH:8][C:7]=2[CH2:6]1)([CH3:4])([CH3:3])[CH3:2].[Cl-].[Cl-].[Ca+2]. (4) The reactants are: Cl.Cl.Cl.[O:4]1[C:8]2[CH:9]=[CH:10][CH:11]=[C:12]([N:13]3[CH2:18][CH2:17][N:16]([CH2:19][CH2:20][C@H:21]4[CH2:26][CH2:25][C@H:24]([NH2:27])[CH2:23][CH2:22]4)[CH2:15][CH2:14]3)[C:7]=2[O:6][CH2:5]1.[O:28]1[C:32]2[CH:33]=[CH:34][C:35]([CH2:37][C:38](O)=[O:39])=[CH:36][C:31]=2[O:30][CH2:29]1. Given the product [O:28]1[C:32]2[CH:33]=[CH:34][C:35]([CH2:37][C:38]([NH:27][C@H:24]3[CH2:25][CH2:26][C@H:21]([CH2:20][CH2:19][N:16]4[CH2:17][CH2:18][N:13]([C:12]5[C:7]6[O:6][CH2:5][O:4][C:8]=6[CH:9]=[CH:10][CH:11]=5)[CH2:14][CH2:15]4)[CH2:22][CH2:23]3)=[O:39])=[CH:36][C:31]=2[O:30][CH2:29]1, predict the reactants needed to synthesize it. (5) Given the product [F:23][C:20]([F:22])([F:21])[C:18]1[CH:17]=[C:16]([C@@H:24]([N:26]([CH3:45])[C:27]([N:29]2[CH2:34][CH2:33][C:32](=[O:9])[NH:35][CH2:31][C@@H:30]2[C:37]2[CH:42]=[CH:41][C:40]([F:43])=[CH:39][C:38]=2[CH3:44])=[O:28])[CH3:25])[CH:15]=[C:14]([C:13]([F:47])([F:46])[F:12])[CH:19]=1, predict the reactants needed to synthesize it. The reactants are: CC1C=CC(S(Cl)(=O)=[O:9])=CC=1.[F:12][C:13]([F:47])([F:46])[C:14]1[CH:15]=[C:16]([C@@H:24]([N:26]([CH3:45])[C:27]([N:29]2[CH2:34][CH2:33]/[C:32](=[N:35]/O)/[CH2:31][C@@H:30]2[C:37]2[CH:42]=[CH:41][C:40]([F:43])=[CH:39][C:38]=2[CH3:44])=[O:28])[CH3:25])[CH:17]=[C:18]([C:20]([F:23])([F:22])[F:21])[CH:19]=1.